Predict the reactants needed to synthesize the given product. From a dataset of Full USPTO retrosynthesis dataset with 1.9M reactions from patents (1976-2016). Given the product [F:10][CH2:9][CH2:8][O:19][C:14]1[CH:15]=[CH:16][CH:17]=[CH:18][C:13]=1[C:11]#[N:12], predict the reactants needed to synthesize it. The reactants are: C([O-])([O-])=O.[K+].[K+].Br[CH2:8][CH2:9][F:10].[C:11]([C:13]1[CH:18]=[CH:17][CH:16]=[CH:15][C:14]=1[OH:19])#[N:12].O.